From a dataset of Reaction yield outcomes from USPTO patents with 853,638 reactions. Predict the reaction yield, written as a fraction of the theoretical maximum amount of product (1.0 means a 100% yield; for example, 0.34 means a 34% yield). (1) The product is [Br:1][C:2]1[CH:3]=[CH:4][C:5]([CH3:16])=[C:6]([C:8]2[C:9]([O:15][C@H:20]([CH2:19][CH:18]=[CH2:17])[CH3:21])=[CH:10][CH:11]=[CH:12][C:13]=2[Cl:14])[CH:7]=1. The yield is 0.527. The catalyst is C1COCC1. The reactants are [Br:1][C:2]1[CH:3]=[CH:4][C:5]([CH3:16])=[C:6]([C:8]2[C:9]([OH:15])=[CH:10][CH:11]=[CH:12][C:13]=2[Cl:14])[CH:7]=1.[CH3:17][C@@H:18](O)[CH2:19][CH:20]=[CH2:21].C1C=CC(P(C2C=CC=CC=2)C2C=CC=CC=2)=CC=1.CCOC(/N=N/C(OCC)=O)=O. (2) The reactants are [CH3:1][O:2][C:3]1[CH:18]=[CH:17][C:6]([NH:7][C:8]2[CH:13]=[CH:12][C:11]([N+:14]([O-:16])=[O:15])=[CH:10][CH:9]=2)=[CH:5][CH:4]=1. The catalyst is CC(O)=O.CC([O-])=O.CC([O-])=O.[Pd+2]. The product is [CH3:1][O:2][C:3]1[CH:4]=[CH:5][C:6]2[NH:7][C:8]3[C:13]([C:17]=2[CH:18]=1)=[CH:12][C:11]([N+:14]([O-:16])=[O:15])=[CH:10][CH:9]=3. The yield is 0.640. (3) The reactants are [Cl:1][C:2]1[CH:3]=[N:4][N:5]([C:7]2[N:12]=[CH:11][C:10]([C:13](=O)[CH3:14])=[CH:9][C:8]=2[CH3:16])[CH:6]=1.[CH3:17][C:18]([S@:21]([NH2:23])=[O:22])([CH3:20])[CH3:19]. No catalyst specified. The product is [Cl:1][C:2]1[CH:3]=[N:4][N:5]([C:7]2[N:12]=[CH:11][C:10]([CH:13]([NH:23][S@@:21]([C:18]([CH3:20])([CH3:19])[CH3:17])=[O:22])[CH3:14])=[CH:9][C:8]=2[CH3:16])[CH:6]=1. The yield is 0.570. (4) The reactants are [CH3:1][NH2:2].O.[Br:4][CH:5]([CH2:9][CH2:10][Br:11])[C:6](Br)=[O:7]. The catalyst is C(Cl)(Cl)Cl. The product is [CH3:1][NH:2][C:6](=[O:7])[CH:5]([Br:4])[CH2:9][CH2:10][Br:11]. The yield is 0.690. (5) The catalyst is C1COCC1. The yield is 0.430. The reactants are [F-].C([N+](CCCC)(CCCC)CCCC)CCC.[N:19]1[CH:24]=[CH:23][C:22]([C:25]2[CH:32]=[CH:31][CH:30]=[CH:29][C:26]=2[CH:27]=[O:28])=[CH:21][CH:20]=1.[F:33][C:34]([Si](C)(C)C)([F:36])[F:35].Cl. The product is [F:33][C:34]([F:36])([F:35])[CH:27]([C:26]1[CH:29]=[CH:30][CH:31]=[CH:32][C:25]=1[C:22]1[CH:23]=[CH:24][N:19]=[CH:20][CH:21]=1)[OH:28]. (6) The reactants are [NH2:1][C:2]1[S:3][C:4]2[C:10]([N:11]3[CH2:16][CH2:15][O:14][CH2:13][CH2:12]3)=[CH:9][CH:8]=[C:7]([O:17][CH3:18])[C:5]=2[N:6]=1.C(N(C(C)C)C(C)C)C.[O:28]1[CH2:33][CH2:32][CH:31]([C:34](Cl)=[O:35])[CH2:30][CH2:29]1.CO. The catalyst is O1CCCC1. The product is [CH3:18][O:17][C:7]1[C:5]2[N:6]=[C:2]([NH:1][C:34]([CH:31]3[CH2:32][CH2:33][O:28][CH2:29][CH2:30]3)=[O:35])[S:3][C:4]=2[C:10]([N:11]2[CH2:16][CH2:15][O:14][CH2:13][CH2:12]2)=[CH:9][CH:8]=1. The yield is 0.760.